From a dataset of Full USPTO retrosynthesis dataset with 1.9M reactions from patents (1976-2016). Predict the reactants needed to synthesize the given product. (1) Given the product [CH3:20][O:21][C:22]1[CH:29]=[CH:28][CH:27]=[CH:26][C:23]=1[CH2:24][O:17][C:16]([C@@H:11]1[CH2:12][S:13][CH2:14][CH2:15][N:10]1[S:7]([C:4]1[CH:3]=[CH:2][C:1]([CH3:19])=[CH:6][CH:5]=1)(=[O:9])=[O:8])=[O:18], predict the reactants needed to synthesize it. The reactants are: [C:1]1([CH3:19])[CH:6]=[CH:5][C:4]([S:7]([N:10]2[CH2:15][CH2:14][S:13][CH2:12][C@H:11]2[C:16]([OH:18])=[O:17])(=[O:9])=[O:8])=[CH:3][CH:2]=1.[CH3:20][O:21][C:22]1[CH:29]=[CH:28][CH:27]=[CH:26][C:23]=1[CH2:24]O.C1CCC(N=C=NC2CCCCC2)CC1. (2) The reactants are: [F:1][C:2]1[CH:7]=[CH:6][CH:5]=[CH:4][C:3]=1[C:8]1[NH:12][CH:11]=[C:10]([CH:13]=[O:14])[CH:9]=1.[I:15]N1C(=O)CCC1=O.O. Given the product [F:1][C:2]1[CH:7]=[CH:6][CH:5]=[CH:4][C:3]=1[C:8]1[NH:12][CH:11]=[C:10]([CH:13]=[O:14])[C:9]=1[I:15], predict the reactants needed to synthesize it. (3) Given the product [OH:27][C:28]1[CH:34]=[C:33]([C:22]2[CH:21]=[CH:20][CH:19]=[C:18]3[C:23]=2[CH:24]=[CH:15][N:16]=[C:17]3[NH:31][C:30]2[CH:32]=[CH:33][C:34]3[O:35][CH2:26][O:27][C:28]=3[CH:29]=2)[CH:32]=[CH:30][CH:29]=1, predict the reactants needed to synthesize it. The reactants are: C(OC1C=C([C:15]2[N:16]=[C:17](Cl)[C:18]3[C:23]([CH:24]=2)=[CH:22][CH:21]=[CH:20][CH:19]=3)C=CC=1)C1C=CC=CC=1.[CH2:26]1[O:35][C:34]2[CH:33]=[CH:32][C:30]([NH2:31])=[CH:29][C:28]=2[O:27]1. (4) Given the product [Cl:1][C:2]1[CH:3]=[CH:4][C:5]([C@@H:8]2[CH2:12][C:11](=[CH2:13])[CH2:10][C@H:9]2[C:14]([O:16][CH3:19])=[O:15])=[CH:6][CH:7]=1, predict the reactants needed to synthesize it. The reactants are: [Cl:1][C:2]1[CH:7]=[CH:6][C:5]([C@@H:8]2[CH2:12][C:11](=[CH2:13])[CH2:10][C@H:9]2[C:14]([OH:16])=[O:15])=[CH:4][CH:3]=1.[N+](=[CH2:19])=[N-]. (5) Given the product [CH3:1][O:2][C:3](=[O:38])[C:4]1[CH:9]=[CH:8][C:7]([CH2:10][N:11]2[CH:15]=[C:14]([C:16]3[CH:21]=[CH:20][C:19]([Cl:22])=[CH:18][C:17]=3[Cl:23])[N:13]=[C:12]2[CH2:24][C:25]2[CH:30]=[CH:29][C:28]([C:31]3[CH:36]=[CH:35][CH:34]=[C:33]([NH:37][S:42]([CH2:41][C:40]([F:47])([F:46])[F:39])(=[O:44])=[O:43])[CH:32]=3)=[CH:27][CH:26]=2)=[CH:6][CH:5]=1, predict the reactants needed to synthesize it. The reactants are: [CH3:1][O:2][C:3](=[O:38])[C:4]1[CH:9]=[CH:8][C:7]([CH2:10][N:11]2[CH:15]=[C:14]([C:16]3[CH:21]=[CH:20][C:19]([Cl:22])=[CH:18][C:17]=3[Cl:23])[N:13]=[C:12]2[CH2:24][C:25]2[CH:30]=[CH:29][C:28]([C:31]3[CH:36]=[CH:35][CH:34]=[C:33]([NH2:37])[CH:32]=3)=[CH:27][CH:26]=2)=[CH:6][CH:5]=1.[F:39][C:40]([F:47])([F:46])[CH2:41][S:42](Cl)(=[O:44])=[O:43].